Dataset: Full USPTO retrosynthesis dataset with 1.9M reactions from patents (1976-2016). Task: Predict the reactants needed to synthesize the given product. (1) Given the product [F:29][C:27]1[CH:26]=[CH:25][C:24]([O:30][CH3:31])=[C:23]([NH:11][C:7]2[N:8]=[CH:9][C:10]3=[C:2]([CH3:1])[N:3]=[C:4]([C:12]4[CH:17]=[CH:16][CH:15]=[C:14]([C:18]([F:21])([F:19])[F:20])[CH:13]=4)[N:5]3[N:6]=2)[CH:28]=1, predict the reactants needed to synthesize it. The reactants are: [CH3:1][C:2]1[N:3]=[C:4]([C:12]2[CH:17]=[CH:16][CH:15]=[C:14]([C:18]([F:21])([F:20])[F:19])[CH:13]=2)[N:5]2[C:10]=1[CH:9]=[N:8][C:7]([NH2:11])=[N:6]2.Br[C:23]1[CH:28]=[C:27]([F:29])[CH:26]=[CH:25][C:24]=1[O:30][CH3:31].C(P(C(C)(C)C)C1C=CC=CC=1C1C=CC=CC=1)(C)(C)C.CC([O-])(C)C.[Na+]. (2) Given the product [N+:1]([C:4]1[CH:5]=[N:6][CH:7]=[CH:8][C:9]=1[C@H:10]1[CH2:17][C@@H:16]([OH:18])[CH2:15][C:12]2([CH2:13][CH2:14]2)[O:11]1)([O-:3])=[O:2], predict the reactants needed to synthesize it. The reactants are: [N+:1]([C:4]1[CH:5]=[N:6][CH:7]=[CH:8][C:9]=1[CH:10]1[CH2:17][C:16](=[O:18])[CH2:15][C:12]2([CH2:14][CH2:13]2)[O:11]1)([O-:3])=[O:2].[BH4-].[Na+].O. (3) The reactants are: [C:1]1([CH:7]2[S:12][CH2:11][CH2:10][CH2:9][S:8]2)[CH:6]=[CH:5][CH:4]=[CH:3][CH:2]=1.C([Li])CCC.[C:18]([O:22][C:23](=[O:32])[NH:24][CH:25]([CH:30]=[O:31])[CH2:26][CH2:27][CH2:28][CH3:29])([CH3:21])([CH3:20])[CH3:19].C(O)(=O)C. Given the product [C:18]([O:22][C:23](=[O:32])[NH:24][CH:25]([CH:30]([OH:31])[C:7]1([C:1]2[CH:2]=[CH:3][CH:4]=[CH:5][CH:6]=2)[S:8][CH2:9][CH2:10][CH2:11][S:12]1)[CH2:26][CH2:27][CH2:28][CH3:29])([CH3:19])([CH3:20])[CH3:21], predict the reactants needed to synthesize it. (4) Given the product [CH3:1][S:2]([C:5]1[CH:10]=[CH:9][C:8]([NH:11][C:12]2[N:13]=[CH:14][N:15]=[C:16]([O:21][CH:22]3[CH2:27][CH2:26][N:25]([C:34]([C:29]4[CH:30]=[CH:31][CH:32]=[CH:33][N:28]=4)=[O:35])[CH2:24][CH2:23]3)[C:17]=2[N+:18]([O-:20])=[O:19])=[CH:7][CH:6]=1)(=[O:4])=[O:3], predict the reactants needed to synthesize it. The reactants are: [CH3:1][S:2]([C:5]1[CH:10]=[CH:9][C:8]([NH:11][C:12]2[C:17]([N+:18]([O-:20])=[O:19])=[C:16]([O:21][CH:22]3[CH2:27][CH2:26][NH:25][CH2:24][CH2:23]3)[N:15]=[CH:14][N:13]=2)=[CH:7][CH:6]=1)(=[O:4])=[O:3].[N:28]1[CH:33]=[CH:32][CH:31]=[CH:30][C:29]=1[C:34](Cl)=[O:35].N1C=CC=CC=1C(O)=O.O=S(Cl)Cl. (5) Given the product [F:1][C:2]1[C:3]([NH:16][C:17]2[CH:22]=[CH:21][C:20]([I:23])=[CH:19][C:18]=2[F:24])=[C:4]([C:9]([N:11]2[CH2:12][C:13]([C:26]([F:28])([F:27])[F:25])([OH:15])[CH2:14]2)=[O:10])[CH:5]=[CH:6][C:7]=1[F:8], predict the reactants needed to synthesize it. The reactants are: [F:1][C:2]1[C:3]([NH:16][C:17]2[CH:22]=[CH:21][C:20]([I:23])=[CH:19][C:18]=2[F:24])=[C:4]([C:9]([N:11]2[CH2:14][C:13](=[O:15])[CH2:12]2)=[O:10])[CH:5]=[CH:6][C:7]=1[F:8].[F:25][C:26]([Si](C)(C)C)([F:28])[F:27].C(=O)([O-])[O-].[Cs+].[Cs+]. (6) The reactants are: [NH2:1][C:2]1[C:3]([C:18]([NH2:20])=[O:19])=[CH:4][C:5]2[C:13]3[C:8](=[CH:9][CH:10]=[CH:11][CH:12]=3)[N:7](C(C)C)[C:6]=2[N:17]=1.I[CH2:22][C@@H:23]([NH:25][C:26](=[O:32])[O:27][C:28]([CH3:31])([CH3:30])[CH3:29])[CH3:24].BrC(C)C. Given the product [C:28]([O:27][C:26](=[O:32])[NH:25][C@@H:23]([CH3:22])[CH2:24][N:7]1[C:8]2[C:13](=[CH:12][CH:11]=[CH:10][CH:9]=2)[C:5]2[CH:4]=[C:3]([C:18]([NH2:20])=[O:19])[C:2]([NH2:1])=[N:17][C:6]1=2)([CH3:31])([CH3:30])[CH3:29], predict the reactants needed to synthesize it. (7) Given the product [Br:10][C:11]1[CH:16]=[C:15]([N+:1]([O-:4])=[O:2])[CH:14]=[C:13]([Br:17])[N+:12]=1[O-:18], predict the reactants needed to synthesize it. The reactants are: [N+:1]([O-:4])(O)=[O:2].S(=O)(=O)(O)O.[Br:10][C:11]1[CH:16]=[CH:15][CH:14]=[C:13]([Br:17])[N+:12]=1[O-:18]. (8) Given the product [ClH:14].[Cl:1][CH2:3][C:4]1[C:9]([CH2:10][Cl:14])=[CH:8][CH:7]=[CH:6][N:5]=1, predict the reactants needed to synthesize it. The reactants are: [ClH:1].O[CH2:3][C:4]1[C:9]([CH2:10]O)=[CH:8][CH:7]=[CH:6][N:5]=1.S(Cl)([Cl:14])=O.